Dataset: Full USPTO retrosynthesis dataset with 1.9M reactions from patents (1976-2016). Task: Predict the reactants needed to synthesize the given product. Given the product [I:14][C:3]1[C:4]2=[N:5][C:6]([C:10]#[N:11])=[CH:7][CH:8]=[C:9]2[NH:1][CH:2]=1, predict the reactants needed to synthesize it. The reactants are: [NH:1]1[C:9]2[C:4](=[N:5][C:6]([C:10]#[N:11])=[CH:7][CH:8]=2)[CH:3]=[CH:2]1.[OH-].[K+].[I:14]I.OS([O-])=O.[Na+].[OH-].[NH4+].